From a dataset of Catalyst prediction with 721,799 reactions and 888 catalyst types from USPTO. Predict which catalyst facilitates the given reaction. (1) Reactant: [CH3:1][C:2]1[N:3]=[C:4]([C:7]2[C:8]3[CH2:16][CH2:15][CH:14]([C:17]([F:20])([F:19])[F:18])[CH2:13][C:9]=3[S:10][C:11]=2[NH2:12])[S:5][CH:6]=1.[C:21]12[C:30](=[O:31])[O:29][C:27](=[O:28])[C:22]=1[CH2:23][CH2:24][CH2:25][CH2:26]2. Product: [CH3:1][C:2]1[N:3]=[C:4]([C:7]2[C:8]3[CH2:16][CH2:15][CH:14]([C:17]([F:20])([F:18])[F:19])[CH2:13][C:9]=3[S:10][C:11]=2[NH:12][C:30]([C:21]2[CH2:26][CH2:25][CH2:24][CH2:23][C:22]=2[C:27]([OH:29])=[O:28])=[O:31])[S:5][CH:6]=1. The catalyst class is: 61. (2) Reactant: [OH-].[Na+].[F:3][CH2:4][CH2:5][O:6][C:7]1[CH:12]=[CH:11][C:10]([OH:13])=[CH:9][CH:8]=1.[CH2:14]([CH:16]1[O:18][CH2:17]1)Cl.CCOC(C)=O. Product: [F:3][CH2:4][CH2:5][O:6][C:7]1[CH:12]=[CH:11][C:10]([O:13][CH2:14][CH:16]2[CH2:17][O:18]2)=[CH:9][CH:8]=1. The catalyst class is: 6. (3) Reactant: [CH3:1]/[CH:2]=[CH:3]/[CH:4]=[CH:5]/[C:6]1[NH:16][C:14](=[O:15])[C:13]2[C:8](=[CH:9][C:10]3[CH2:20][CH2:19][C:18]4([C:29](=[O:30])[C:28]5[C:23](=[C:24]([OH:40])[C:25]6[C:36](=[O:37])[CH:35]=[C:34](OC)[C:32](=[O:33])[C:26]=6[C:27]=5[OH:31])[C:21]4=[O:22])[C:11]=3[C:12]=2[OH:17])[CH:7]=1.[CH2:41]([NH2:48])[C:42]1[CH:47]=[CH:46][CH:45]=[CH:44][CH:43]=1.C(#N)C.O. Product: [OH:31][C:27]1[C:26]2[C:32](=[O:33])[C:34]([NH:48][CH2:41][C:42]3[CH:47]=[CH:46][CH:45]=[CH:44][CH:43]=3)=[CH:35][C:36](=[O:37])[C:25]=2[C:24]([OH:40])=[C:23]2[C:21](=[O:22])[C@:18]3([C:11]4[C:12]([OH:17])=[C:13]5[C:8]([CH:7]=[C:6](/[CH:5]=[CH:4]/[CH:3]=[CH:2]/[CH3:1])[NH:16][C:14]5=[O:15])=[CH:9][C:10]=4[CH2:20][CH2:19]3)[C:29](=[O:30])[C:28]=12. The catalyst class is: 3. (4) Reactant: [H-].[H-].[H-].[H-].[Li+].[Al+3].[CH3:7][N:8]1[CH2:13][CH2:12][CH:11]([O:14][C:15]2[N:20]=[C:19]([NH:21][C:22](=O)[CH3:23])[CH:18]=[CH:17][CH:16]=2)[CH2:10][CH2:9]1.[OH-].[Na+].O. Product: [CH2:22]([NH:21][C:19]1[CH:18]=[CH:17][CH:16]=[C:15]([O:14][CH:11]2[CH2:12][CH2:13][N:8]([CH3:7])[CH2:9][CH2:10]2)[N:20]=1)[CH3:23]. The catalyst class is: 1. (5) Product: [Cl:1][C:2]1[CH:11]=[C:10]([C:12]#[C:13][C:14]([CH3:16])([CH3:15])[CH3:17])[C:9]([F:18])=[CH:8][C:3]=1[C:4]([OH:6])=[O:5]. Reactant: [Cl:1][C:2]1[CH:11]=[C:10]([C:12]#[C:13][C:14]([CH3:17])([CH3:16])[CH3:15])[C:9]([F:18])=[CH:8][C:3]=1[C:4]([O:6]C)=[O:5].[OH-].[Na+]. The catalyst class is: 5.